Dataset: Catalyst prediction with 721,799 reactions and 888 catalyst types from USPTO. Task: Predict which catalyst facilitates the given reaction. (1) Reactant: Cl.[NH2:2][C@@H:3]1[CH2:8][CH2:7][C@H:6]([N:9]2[C:14](=[O:15])[C:13]3[CH:16]=[C:17]([F:20])[CH:18]=[N:19][C:12]=3[N:11]([C:21]3[CH:26]=[CH:25][C:24]([F:27])=[C:23]([F:28])[CH:22]=3)[C:10]2=[O:29])[CH2:5][CH2:4]1.[CH3:30][S:31](Cl)(=[O:33])=[O:32]. Product: [F:28][C:23]1[CH:22]=[C:21]([N:11]2[C:12]3[N:19]=[CH:18][C:17]([F:20])=[CH:16][C:13]=3[C:14](=[O:15])[N:9]([C@@H:6]3[CH2:7][CH2:8][C@H:3]([NH:2][S:31]([CH3:30])(=[O:33])=[O:32])[CH2:4][CH2:5]3)[C:10]2=[O:29])[CH:26]=[CH:25][C:24]=1[F:27]. The catalyst class is: 17. (2) Reactant: [NH2:1][C@H:2]1[CH2:7][CH2:6][C@H:5]([NH2:8])[CH2:4][CH2:3]1.[C:9](O[C:9]([O:11][C:12]([CH3:15])([CH3:14])[CH3:13])=[O:10])([O:11][C:12]([CH3:15])([CH3:14])[CH3:13])=[O:10].C1C=C2C(C(O)(O)C(=O)C2=CC=1)=O. Product: [CH3:13][C:12]([O:11][C:9]([NH:1][CH:2]1[CH2:7][CH2:6][CH:5]([NH2:8])[CH2:4][CH2:3]1)=[O:10])([CH3:15])[CH3:14]. The catalyst class is: 254. (3) Reactant: Br[C:2]1[CH:3]=[C:4]([NH:10][S:11]([CH:14]2[CH2:16][CH2:15]2)(=[O:13])=[O:12])[C:5]([O:8][CH3:9])=[N:6][CH:7]=1.[CH3:17][C:18]1([CH3:34])[C:22]([CH3:24])([CH3:23])[O:21][B:20]([B:20]2[O:21][C:22]([CH3:24])([CH3:23])[C:18]([CH3:34])([CH3:17])[O:19]2)[O:19]1.CC([O-])=O.[K+].N#N.C(Cl)Cl. Product: [CH3:9][O:8][C:5]1[C:4]([NH:10][S:11]([CH:14]2[CH2:16][CH2:15]2)(=[O:13])=[O:12])=[CH:3][C:2]([B:20]2[O:21][C:22]([CH3:24])([CH3:23])[C:18]([CH3:34])([CH3:17])[O:19]2)=[CH:7][N:6]=1. The catalyst class is: 75. (4) Reactant: C(NC(C)C)(C)C.C([Li])CCC.[CH2:13]([O:15][C:16](=[O:27])[CH2:17][C:18]1[CH:23]=[CH:22][C:21]([S:24][CH3:25])=[C:20]([Cl:26])[CH:19]=1)[CH3:14].I[CH2:29][CH:30]1[CH2:34][CH2:33][CH2:32][CH2:31]1. Product: [CH2:13]([O:15][C:16](=[O:27])[CH:17]([C:18]1[CH:23]=[CH:22][C:21]([S:24][CH3:25])=[C:20]([Cl:26])[CH:19]=1)[CH2:29][CH:30]1[CH2:34][CH2:33][CH2:32][CH2:31]1)[CH3:14]. The catalyst class is: 544. (5) Reactant: [C:1]([NH:9][C:10]1[CH:30]=[CH:29][C:13]([CH2:14][C@H:15]2[CH2:19][O:18]C(C)(C)[N:16]2C(OC(C)(C)C)=O)=[CH:12][CH:11]=1)(=[O:8])[C:2]1[CH:7]=[CH:6][CH:5]=[CH:4][CH:3]=1.Cl. Product: [NH2:16][C@H:15]([CH2:19][OH:18])[CH2:14][C:13]1[CH:12]=[CH:11][C:10]([NH:9][C:1](=[O:8])[C:2]2[CH:3]=[CH:4][CH:5]=[CH:6][CH:7]=2)=[CH:30][CH:29]=1. The catalyst class is: 125. (6) Product: [F:1][C:2]1[CH:7]=[CH:6][C:5]([C:8]2[N:9]=[C:10]([CH:14]3[CH2:15][CH2:16][N:17]([C:20]4[C:21]5[C:28]([C:29]#[C:30][C:31]([CH3:38])([OH:33])[CH3:32])=[CH:27][NH:26][C:22]=5[N:23]=[CH:24][N:25]=4)[CH2:18][CH2:19]3)[N:11]([CH3:13])[CH:12]=2)=[CH:4][C:3]=1[C:39]([F:40])([F:41])[F:42]. The catalyst class is: 124. Reactant: [F:1][C:2]1[CH:7]=[CH:6][C:5]([C:8]2[N:9]=[C:10]([CH:14]3[CH2:19][CH2:18][N:17]([C:20]4[C:21]5[C:28]([C:29]#[C:30][C:31]([CH3:38])([O:33][Si](C)(C)C)[CH3:32])=[CH:27][NH:26][C:22]=5[N:23]=[CH:24][N:25]=4)[CH2:16][CH2:15]3)[N:11]([CH3:13])[CH:12]=2)=[CH:4][C:3]=1[C:39]([F:42])([F:41])[F:40].C1COCC1.[F-].CO. (7) Reactant: [C:1]([O:5][C:6]([N:8]1[C:12]2=[N:13][CH:14]=[C:15]([O:17][CH2:18][C:19]3[CH:24]=[CH:23][CH:22]=[CH:21][CH:20]=3)[CH:16]=[C:11]2[CH:10]=[C:9]1[C:25](O)=[O:26])=[O:7])([CH3:4])([CH3:3])[CH3:2].F[B-](F)(F)F.N1(OC(N(C)C)=[N+](C)C)C2C=CC=CC=2N=N1.Cl.[F:51][C:52]1([F:58])[CH2:57][CH2:56][NH:55][CH2:54][CH2:53]1.C(N(CC)C(C)C)(C)C.C(=O)(O)[O-].[Na+]. Product: [C:1]([O:5][C:6]([N:8]1[C:12]2=[N:13][CH:14]=[C:15]([O:17][CH2:18][C:19]3[CH:20]=[CH:21][CH:22]=[CH:23][CH:24]=3)[CH:16]=[C:11]2[CH:10]=[C:9]1[C:25]([N:55]1[CH2:56][CH2:57][C:52]([F:58])([F:51])[CH2:53][CH2:54]1)=[O:26])=[O:7])([CH3:3])([CH3:4])[CH3:2]. The catalyst class is: 3. (8) Reactant: [Cl:1][C:2]1[CH:7]=[CH:6][CH:5]=[C:4]([Cl:8])[C:3]=1[C:9]1[C:10]([OH:15])=[CH:11][CH:12]=[CH:13][CH:14]=1.C(=O)([O-])[O-].[K+].[K+].[CH2:22](Br)[CH:23]=[CH2:24].O. Product: [CH2:24]([O:15][C:10]1[CH:11]=[CH:12][CH:13]=[CH:14][C:9]=1[C:3]1[C:2]([Cl:1])=[CH:7][CH:6]=[CH:5][C:4]=1[Cl:8])[CH:23]=[CH2:22]. The catalyst class is: 21. (9) Reactant: C(O[C:4](=[C:11]1[C:19]2[C:14](=[CH:15][CH:16]=[C:17]([NH:20][S:21]([C:24]3[CH:29]=[CH:28][CH:27]=[CH:26][CH:25]=3)(=[O:23])=[O:22])[CH:18]=2)[NH:13][C:12]1=[O:30])[C:5]1[CH:10]=[CH:9][CH:8]=[CH:7][CH:6]=1)C.[CH2:31]([O:33][C:34]([CH2:36][C:37]1[CH:43]=[CH:42][C:40]([NH2:41])=[CH:39][CH:38]=1)=[O:35])[CH3:32].O. Product: [CH2:31]([O:33][C:34]([CH2:36][C:37]1[CH:38]=[CH:39][C:40]([NH:41]/[C:4](=[C:11]2\[C:12](=[O:30])[NH:13][C:14]3[C:19]\2=[CH:18][C:17]([NH:20][S:21]([C:24]2[CH:29]=[CH:28][CH:27]=[CH:26][CH:25]=2)(=[O:22])=[O:23])=[CH:16][CH:15]=3)/[C:5]2[CH:6]=[CH:7][CH:8]=[CH:9][CH:10]=2)=[CH:42][CH:43]=1)=[O:35])[CH3:32]. The catalyst class is: 3. (10) Reactant: Br[C:2]1[CH:3]=[C:4]2[C:10]([C@@H:11]([C:13]3[C:18]([O:19][CH:20]([F:22])[F:21])=[CH:17][CH:16]=[C:15]([F:23])[C:14]=3[Cl:24])[CH3:12])=[CH:9][N:8](C(OC(C)(C)C)=O)[C:5]2=[N:6][CH:7]=1.[CH3:32][C:33]1[N:37]([CH:38]2[CH2:43][CH2:42][N:41](C(OC(C)(C)C)=O)[CH2:40][CH2:39]2)[N:36]=[CH:35][C:34]=1B1OC(C)(C)C(C)(C)O1.[F-].[K+].O.Cl. Product: [Cl:24][C:14]1[C:15]([F:23])=[CH:16][CH:17]=[C:18]([O:19][CH:20]([F:21])[F:22])[C:13]=1[C@H:11]([C:10]1[C:4]2[C:5](=[N:6][CH:7]=[C:2]([C:34]3[CH:35]=[N:36][N:37]([CH:38]4[CH2:39][CH2:40][NH:41][CH2:42][CH2:43]4)[C:33]=3[CH3:32])[CH:3]=2)[NH:8][CH:9]=1)[CH3:12]. The catalyst class is: 203.